This data is from Peptide-MHC class I binding affinity with 185,985 pairs from IEDB/IMGT. The task is: Regression. Given a peptide amino acid sequence and an MHC pseudo amino acid sequence, predict their binding affinity value. This is MHC class I binding data. The peptide sequence is NHINVELSD. The MHC is HLA-B38:01 with pseudo-sequence HLA-B38:01. The binding affinity (normalized) is 0.126.